Dataset: Catalyst prediction with 721,799 reactions and 888 catalyst types from USPTO. Task: Predict which catalyst facilitates the given reaction. (1) The catalyst class is: 5. Reactant: [F:1][C:2]1([F:33])[CH2:6][C@H:5](/[CH:7]=[CH:8]/[C@@H:9]([OH:21])[C@@H:10]([CH3:20])[CH2:11][CH2:12][CH2:13][C:14]2[CH:19]=[CH:18][CH:17]=[CH:16][CH:15]=2)[N:4]([CH2:22][CH2:23][CH2:24][CH2:25][CH2:26][CH2:27][C:28]([O:30]C)=[O:29])[C:3]1=[O:32].[OH-].[Li+].C(O)(=O)C.ClCCl. Product: [F:33][C:2]1([F:1])[CH2:6][C@H:5](/[CH:7]=[CH:8]/[C@@H:9]([OH:21])[C@@H:10]([CH3:20])[CH2:11][CH2:12][CH2:13][C:14]2[CH:19]=[CH:18][CH:17]=[CH:16][CH:15]=2)[N:4]([CH2:22][CH2:23][CH2:24][CH2:25][CH2:26][CH2:27][C:28]([OH:30])=[O:29])[C:3]1=[O:32]. (2) Product: [Cl:1][C:2]1[CH:7]=[CH:6][C:5]([CH:8]([NH:10][C:14](=[O:15])[C:13]([F:24])([F:23])[F:12])[CH3:9])=[CH:4][C:3]=1[F:11]. The catalyst class is: 17. Reactant: [Cl:1][C:2]1[CH:7]=[CH:6][C:5]([CH:8]([NH2:10])[CH3:9])=[CH:4][C:3]=1[F:11].[F:12][C:13]([F:24])([F:23])[C:14](O[C:14](=[O:15])[C:13]([F:24])([F:23])[F:12])=[O:15]. (3) Reactant: [Cl:1][C:2]1[CH:7]=[CH:6][C:5](B(O)O)=[CH:4][CH:3]=1.Br[C:12]1[CH:13]=[CH:14][C:15]([CH3:19])=[C:16]([CH:18]=1)[NH2:17].C(=O)([O-])[O-].[Na+].[Na+]. Product: [Cl:1][C:2]1[CH:7]=[CH:6][C:5]([C:12]2[CH:13]=[CH:14][C:15]([CH3:19])=[C:16]([CH:18]=2)[NH2:17])=[CH:4][CH:3]=1. The catalyst class is: 108. (4) Reactant: [CH2:1]([N:3]1[C:7]2=[N:8][C:9]([CH2:33][CH3:34])=[C:10]([CH2:19][NH:20][C:21]([C:23]3[CH:24]=[C:25]([CH:29]=[C:30]([CH3:32])[CH:31]=3)[C:26](O)=[O:27])=[O:22])[C:11]([NH:12][CH:13]3[CH2:18][CH2:17][O:16][CH2:15][CH2:14]3)=[C:6]2[CH:5]=[N:4]1)[CH3:2].CN(C(ON1N=NC2C=CC=CC1=2)=[N+](C)C)C.F[P-](F)(F)(F)(F)F.[Br:59][C:60]1[CH:61]=[C:62]([CH2:67][NH2:68])[CH:63]=[CH:64][C:65]=1[CH3:66]. Product: [Br:59][C:60]1[CH:61]=[C:62]([CH2:67][NH:68][C:26]([C:25]2[CH:29]=[C:30]([CH3:32])[CH:31]=[C:23]([C:21]([NH:20][CH2:19][C:10]3[C:11]([NH:12][CH:13]4[CH2:14][CH2:15][O:16][CH2:17][CH2:18]4)=[C:6]4[CH:5]=[N:4][N:3]([CH2:1][CH3:2])[C:7]4=[N:8][C:9]=3[CH2:33][CH3:34])=[O:22])[CH:24]=2)=[O:27])[CH:63]=[CH:64][C:65]=1[CH3:66]. The catalyst class is: 4. (5) Reactant: [CH3:1][O:2][C:3](=[O:12])[CH2:4][C:5]1[CH:10]=[CH:9][C:8]([Cl:11])=[CH:7][CH:6]=1.[CH3:13][O-:14].[Na+].C=O. Product: [CH3:1][O:2][C:3](=[O:12])[CH:4]([C:5]1[CH:10]=[CH:9][C:8]([Cl:11])=[CH:7][CH:6]=1)[CH2:13][OH:14]. The catalyst class is: 197. (6) Reactant: [CH2:1]([O:3][C:4](=[O:12])[C:5]1[CH:10]=[CH:9][C:8]([NH2:11])=[CH:7][CH:6]=1)[CH3:2].C(N(CC)CC)C.CN(C1C=CC=CN=1)C.[CH2:29]([O:36][C:37]1[CH:45]=[CH:44][C:40]([C:41](Cl)=[O:42])=[CH:39][C:38]=1[N+:46]([O-:48])=[O:47])[C:30]1[CH:35]=[CH:34][CH:33]=[CH:32][CH:31]=1. Product: [CH2:1]([O:3][C:4](=[O:12])[C:5]1[CH:10]=[CH:9][C:8]([NH:11][C:41](=[O:42])[C:40]2[CH:44]=[CH:45][C:37]([O:36][CH2:29][C:30]3[CH:35]=[CH:34][CH:33]=[CH:32][CH:31]=3)=[C:38]([N+:46]([O-:48])=[O:47])[CH:39]=2)=[CH:7][CH:6]=1)[CH3:2]. The catalyst class is: 46. (7) Reactant: Cl.Cl.FC1C=CC(CC2C3(CCN(CCCN4CCOCC4)CC3)OC(=O)N2CC2C=CC(OCC(C)C)=CC=2)=CC=1.[C:43]([O:47][C:48]([N:50]1[CH2:80][CH2:79][C:53]2([O:57][C:56](=[O:58])[N:55](CC3C=CC(OCC(C)C)=CC=3)[CH:54]2[CH2:71][C:72]2[CH:77]=[CH:76][C:75]([F:78])=[CH:74][CH:73]=2)[CH2:52][CH2:51]1)=[O:49])([CH3:46])([CH3:45])[CH3:44].N1CCOCC1.ClCCCI.C(=O)([O-])[O-].[K+].[K+].[I-].[Na+]. Product: [C:43]([O:47][C:48]([N:50]1[CH2:51][CH2:52][C:53]2([O:57][C:56](=[O:58])[NH:55][CH:54]2[CH2:71][C:72]2[CH:73]=[CH:74][C:75]([F:78])=[CH:76][CH:77]=2)[CH2:79][CH2:80]1)=[O:49])([CH3:46])([CH3:44])[CH3:45]. The catalyst class is: 444. (8) Reactant: CN(C=[N:5][N:6]=[CH:7][N:8]([CH3:10])[CH3:9])C.[CH2:11]([N:18]1[CH2:23][CH2:22]C(N)[CH2:20][CH2:19]1)[C:12]1[CH:17]=[CH:16][CH:15]=[CH:14][CH:13]=1.C1(C)C=CC(S(O)(=O)=O)=CC=1. Product: [CH2:11]([N:18]1[CH2:23][CH2:22][CH:10]([N:8]2[CH:7]=[N:6][N:5]=[CH:9]2)[CH2:20][CH2:19]1)[C:12]1[CH:17]=[CH:16][CH:15]=[CH:14][CH:13]=1. The catalyst class is: 11. (9) Reactant: [Br:1][C:2]1[CH:3]=[CH:4][C:5]2[S:9](=[O:11])(=[O:10])[NH:8][CH:7]([CH3:12])[C:6]=2[CH:13]=1.Br[CH2:15][CH2:16][C:17]([O:19][CH2:20][CH3:21])=[O:18].C([O-])([O-])=O.[K+].[K+]. Product: [Br:1][C:2]1[CH:3]=[CH:4][C:5]2[S:9](=[O:10])(=[O:11])[N:8]([CH2:15][CH2:16][C:17]([O:19][CH2:20][CH3:21])=[O:18])[CH:7]([CH3:12])[C:6]=2[CH:13]=1. The catalyst class is: 3.